From a dataset of Catalyst prediction with 721,799 reactions and 888 catalyst types from USPTO. Predict which catalyst facilitates the given reaction. (1) Reactant: I[CH2:2][C:3]([O:5][CH:6]=[CH2:7])=[O:4].C1(P(C2C=CC=CC=2)C2C=CC=CC=2)C=CC=CC=1.[H-].[Na+].[C:29]1([N:35]([C:44]2[CH:49]=[CH:48][CH:47]=[CH:46][CH:45]=2)[C:36]2[CH:43]=[CH:42][C:39]([CH:40]=O)=[CH:38][CH:37]=2)[CH:34]=[CH:33][CH:32]=[CH:31][CH:30]=1. Product: [CH:6]([O:5][C:3](=[O:4])[CH:2]=[CH:40][C:39]1[CH:38]=[CH:37][C:36]([N:35]([C:44]2[CH:49]=[CH:48][CH:47]=[CH:46][CH:45]=2)[C:29]2[CH:34]=[CH:33][CH:32]=[CH:31][CH:30]=2)=[CH:43][CH:42]=1)=[CH2:7]. The catalyst class is: 305. (2) The catalyst class is: 5. Reactant: [SH:1][CH2:2][C:3]([NH2:5])=[O:4].C[O-].[Na+].Cl[C:10]1[C:19]2[C:14](=[CH:15][CH:16]=[C:17]([O:20][CH3:21])[CH:18]=2)[CH2:13][CH2:12][C:11]=1[C:22]#[N:23]. Product: [NH2:23][C:22]1[C:11]2[CH2:12][CH2:13][C:14]3[C:19](=[CH:18][C:17]([O:20][CH3:21])=[CH:16][CH:15]=3)[C:10]=2[S:1][C:2]=1[C:3]([NH2:5])=[O:4]. (3) Reactant: Br[C:2]1[S:3][CH:4]=[CH:5][C:6]=1[CH3:7].[Mg].[CH2:9](OS(C1C=CC(C)=CC=1)(=O)=O)[CH:10]([CH3:12])[CH3:11]. Product: [CH2:9]([C:2]1[S:3][CH:4]=[CH:5][C:6]=1[CH3:7])[CH:10]([CH3:12])[CH3:11]. The catalyst class is: 27.